From a dataset of Full USPTO retrosynthesis dataset with 1.9M reactions from patents (1976-2016). Predict the reactants needed to synthesize the given product. (1) Given the product [CH2:35]([O:34][C:31]1[N:30]=[CH:29][C:28]([O:27][C:26]2[CH:25]=[CH:24][C:21]([C:22]#[N:23])=[CH:20][C:19]=2[C:14]2[C:9]([O:8][CH3:7])=[N:10][CH:11]=[CH:12][CH:13]=2)=[CH:33][CH:32]=1)[CH:36]([CH3:38])[CH3:37], predict the reactants needed to synthesize it. The reactants are: C(=O)([O-])[O-].[K+].[K+].[CH3:7][O:8][C:9]1[C:14](B(O)O)=[CH:13][CH:12]=[CH:11][N:10]=1.Br[C:19]1[CH:20]=[C:21]([CH:24]=[CH:25][C:26]=1[O:27][C:28]1[CH:29]=[N:30][C:31]([O:34][CH2:35][CH:36]([CH3:38])[CH3:37])=[CH:32][CH:33]=1)[C:22]#[N:23]. (2) Given the product [CH2:30]([N:15]1[C:20]2[CH:21]=[CH:22][CH:23]=[CH:24][C:19]=2[C:18](=[O:25])[O:17][C:16]1=[O:26])[CH2:29][CH2:28][C:27]#[CH:32], predict the reactants needed to synthesize it. The reactants are: N(C(OC(C)C)=O)=NC(OC(C)C)=O.[NH:15]1[C:20]2[CH:21]=[CH:22][CH:23]=[CH:24][C:19]=2[C:18](=[O:25])[O:17][C:16]1=[O:26].[C:27]1(P([C:28]2[CH:29]=[CH:30]C=[CH:32][CH:27]=2)[C:28]2[CH:29]=[CH:30]C=[CH:32][CH:27]=2)[CH:32]=C[CH:30]=[CH:29][CH:28]=1.C(O)CCC#C. (3) Given the product [F:1][C:2]1[CH:3]=[C:4]([CH:14]=[CH:15][C:16]=1[CH:17]([NH:21][C:22]1[CH:23]=[N:24][C:25]([N:28]2[CH:32]=[C:31]([C:33]([F:35])([F:34])[F:36])[CH:30]=[N:29]2)=[CH:26][CH:27]=1)[CH2:18][CH2:19][CH3:20])[C:5]([NH:7][CH2:8][CH2:9][C:10]([OH:12])=[O:11])=[O:6], predict the reactants needed to synthesize it. The reactants are: [F:1][C:2]1[CH:3]=[C:4]([CH:14]=[CH:15][C:16]=1[CH:17]([NH:21][C:22]1[CH:23]=[N:24][C:25]([N:28]2[CH:32]=[C:31]([C:33]([F:36])([F:35])[F:34])[CH:30]=[N:29]2)=[CH:26][CH:27]=1)[CH2:18][CH2:19][CH3:20])[C:5]([NH:7][CH2:8][CH2:9][C:10]([O:12]C)=[O:11])=[O:6].[OH-].[Li+].Cl. (4) Given the product [Cl:27][C:4]1[C:3]([O:13][C:12]2[CH:23]=[CH:24][N:25]=[CH:26][CH:11]=2)=[C:2]([CH:7]=[CH:6][N:5]=1)[C:1]#[N:8], predict the reactants needed to synthesize it. The reactants are: [C:1](#[N:8])[C:2]1[CH:7]=[CH:6][N:5]=[CH:4][CH:3]=1.C[Si](C)(C)[CH2:11][CH2:12][OH:13].[H-].[Na+].ClC1[CH:26]=[N:25][CH:24]=[CH:23]C=1C#N.[Cl-:27].[NH4+].